Dataset: Full USPTO retrosynthesis dataset with 1.9M reactions from patents (1976-2016). Task: Predict the reactants needed to synthesize the given product. (1) Given the product [Cl:1][C:2]1[CH:3]=[C:4]2[C:5]([C:35]([C:34]3[C:29]([F:28])=[C:30]([NH:38][S:39]([C:42]4[S:43][CH:44]=[CH:45][CH:46]=4)(=[O:41])=[O:40])[CH:31]=[CH:32][C:33]=3[F:37])=[O:36])=[CH:6][NH:7][C:8]2=[N:9][CH:10]=1, predict the reactants needed to synthesize it. The reactants are: [Cl:1][C:2]1[CH:3]=[C:4]2[C:8](=[N:9][CH:10]=1)[NH:7][CH:6]=[CH:5]2.FC1C(C=O)=C(F)C=CC=1NS(C(C)C)(=O)=O.[F:28][C:29]1[C:34]([CH:35]=[O:36])=[C:33]([F:37])[CH:32]=[CH:31][C:30]=1[NH:38][S:39]([C:42]1[S:43][CH:44]=[CH:45][CH:46]=1)(=[O:41])=[O:40]. (2) The reactants are: [CH2:1]([O:3][C:4]1[C:9]2[C:10](=[N:13]O)[CH2:11][O:12][C:8]=2[CH:7]=[CH:6][CH:5]=1)[CH3:2]. Given the product [CH2:1]([O:3][C:4]1[C:9]2[CH:10]([NH2:13])[CH2:11][O:12][C:8]=2[CH:7]=[CH:6][CH:5]=1)[CH3:2], predict the reactants needed to synthesize it. (3) Given the product [Br:1][C:2]1[N:3]([C@H:14]2[C@@H:24]3[O:25][C:26]([CH3:28])([CH3:27])[O:29][C@@H:30]3[C@@H:16]([CH2:17][OH:20])[O:15]2)[C:4]2[C:9]([N:10]=1)=[C:8]([N:11]([CH3:12])[CH3:13])[N:7]=[CH:6][N:5]=2, predict the reactants needed to synthesize it. The reactants are: [Br:1][C:2]1[N:3]([C@H:14]2[C@H](O)[C@H:17]([OH:20])[C@@H:16](CCO)[O:15]2)[C:4]2[C:9]([N:10]=1)=[C:8]([N:11]([CH3:13])[CH3:12])[N:7]=[CH:6][N:5]=2.[CH3:24][O:25][C:26]([O:29][CH3:30])([CH3:28])[CH3:27].O.C1(C)C=CC(S(O)(=O)=O)=CC=1.C(=O)(O)[O-].[Na+].